This data is from Reaction yield outcomes from USPTO patents with 853,638 reactions. The task is: Predict the reaction yield, written as a fraction of the theoretical maximum amount of product (1.0 means a 100% yield; for example, 0.34 means a 34% yield). (1) The reactants are [Cl:1][C:2]1[CH:17]=[CH:16][CH:15]=[CH:14][C:3]=1[CH2:4][O:5][C:6]1[CH:13]=[CH:12][C:9]([CH:10]=O)=[CH:8][CH:7]=1.[C:18]12([NH2:28])[CH2:27][CH:22]3[CH2:23][CH:24]([CH2:26][CH:20]([CH2:21]3)[CH2:19]1)[CH2:25]2. No catalyst specified. The product is [C:18]12([NH:28][CH2:10][C:9]3[CH:12]=[CH:13][C:6]([O:5][CH2:4][C:3]4[CH:14]=[CH:15][CH:16]=[CH:17][C:2]=4[Cl:1])=[CH:7][CH:8]=3)[CH2:25][CH:24]3[CH2:23][CH:22]([CH2:21][CH:20]([CH2:26]3)[CH2:19]1)[CH2:27]2. The yield is 0.680. (2) The reactants are C([N:8]1[CH2:13][CH2:12][N:11]([C:14]2[CH:19]=[CH:18][CH:17]=[CH:16][CH:15]=2)[C:10](=[O:20])[CH2:9]1)C1C=CC=CC=1. The catalyst is [Pd].C(O)(=O)C. The product is [C:14]1([N:11]2[CH2:12][CH2:13][NH:8][CH2:9][C:10]2=[O:20])[CH:15]=[CH:16][CH:17]=[CH:18][CH:19]=1. The yield is 0.960. (3) The yield is 0.320. The product is [CH2:15]([S:17]([C:20]1[CH:21]=[CH:22][C:23]([C:26]2[C:31]([F:32])=[CH:30][CH:29]=[C:28]([C:2]3[C:3]4[N:10]=[CH:9][N:8]([C:11]5([CH3:14])[CH2:13][CH2:12]5)[C:4]=4[N:5]=[N:6][CH:7]=3)[CH:27]=2)=[CH:24][CH:25]=1)(=[O:18])=[O:19])[CH3:16]. No catalyst specified. The reactants are Cl[C:2]1[C:3]2[N:10]=[CH:9][N:8]([C:11]3([CH3:14])[CH2:13][CH2:12]3)[C:4]=2[N:5]=[N:6][CH:7]=1.[CH2:15]([S:17]([C:20]1[CH:25]=[CH:24][C:23]([C:26]2[C:31]([F:32])=[CH:30][CH:29]=[C:28](B3OC(C)(C)C(C)(C)O3)[CH:27]=2)=[CH:22][CH:21]=1)(=[O:19])=[O:18])[CH3:16].